From a dataset of NCI-60 drug combinations with 297,098 pairs across 59 cell lines. Regression. Given two drug SMILES strings and cell line genomic features, predict the synergy score measuring deviation from expected non-interaction effect. (1) Drug 1: C(CN)CNCCSP(=O)(O)O. Drug 2: C1C(C(OC1N2C=NC3=C2NC=NCC3O)CO)O. Cell line: MDA-MB-435. Synergy scores: CSS=-2.42, Synergy_ZIP=0.781, Synergy_Bliss=-0.893, Synergy_Loewe=-2.69, Synergy_HSA=-3.23. (2) Drug 1: CC1=C(C=C(C=C1)NC(=O)C2=CC=C(C=C2)CN3CCN(CC3)C)NC4=NC=CC(=N4)C5=CN=CC=C5. Drug 2: CNC(=O)C1=NC=CC(=C1)OC2=CC=C(C=C2)NC(=O)NC3=CC(=C(C=C3)Cl)C(F)(F)F. Cell line: MALME-3M. Synergy scores: CSS=-5.79, Synergy_ZIP=3.11, Synergy_Bliss=2.66, Synergy_Loewe=-4.67, Synergy_HSA=-4.95. (3) Drug 1: CC1=C(C=C(C=C1)NC2=NC=CC(=N2)N(C)C3=CC4=NN(C(=C4C=C3)C)C)S(=O)(=O)N.Cl. Drug 2: CN(C)C1=NC(=NC(=N1)N(C)C)N(C)C. Cell line: UO-31. Synergy scores: CSS=-0.933, Synergy_ZIP=-0.795, Synergy_Bliss=-2.35, Synergy_Loewe=-4.75, Synergy_HSA=-3.93. (4) Drug 1: C1=NC2=C(N=C(N=C2N1C3C(C(C(O3)CO)O)O)F)N. Drug 2: C1CN1C2=NC(=NC(=N2)N3CC3)N4CC4. Cell line: NCI-H460. Synergy scores: CSS=53.4, Synergy_ZIP=2.00, Synergy_Bliss=0.966, Synergy_Loewe=-20.6, Synergy_HSA=1.29. (5) Drug 1: CC1C(C(CC(O1)OC2CC(CC3=C2C(=C4C(=C3O)C(=O)C5=C(C4=O)C(=CC=C5)OC)O)(C(=O)C)O)N)O.Cl. Drug 2: CC1=C(N=C(N=C1N)C(CC(=O)N)NCC(C(=O)N)N)C(=O)NC(C(C2=CN=CN2)OC3C(C(C(C(O3)CO)O)O)OC4C(C(C(C(O4)CO)O)OC(=O)N)O)C(=O)NC(C)C(C(C)C(=O)NC(C(C)O)C(=O)NCCC5=NC(=CS5)C6=NC(=CS6)C(=O)NCCC[S+](C)C)O. Cell line: OVCAR-4. Synergy scores: CSS=4.35, Synergy_ZIP=-2.80, Synergy_Bliss=-1.73, Synergy_Loewe=-3.31, Synergy_HSA=-1.12. (6) Drug 1: CC1=C2C(C(=O)C3(C(CC4C(C3C(C(C2(C)C)(CC1OC(=O)C(C(C5=CC=CC=C5)NC(=O)OC(C)(C)C)O)O)OC(=O)C6=CC=CC=C6)(CO4)OC(=O)C)OC)C)OC. Drug 2: C1=NC2=C(N=C(N=C2N1C3C(C(C(O3)CO)O)F)Cl)N. Cell line: MCF7. Synergy scores: CSS=43.2, Synergy_ZIP=0.937, Synergy_Bliss=1.41, Synergy_Loewe=-0.769, Synergy_HSA=5.02. (7) Drug 1: C1=CC(=CC=C1CCCC(=O)O)N(CCCl)CCCl. Drug 2: C(CN)CNCCSP(=O)(O)O. Cell line: UACC62. Synergy scores: CSS=12.9, Synergy_ZIP=-6.66, Synergy_Bliss=0.828, Synergy_Loewe=-9.01, Synergy_HSA=-0.441. (8) Drug 1: COC1=CC(=CC(=C1O)OC)C2C3C(COC3=O)C(C4=CC5=C(C=C24)OCO5)OC6C(C(C7C(O6)COC(O7)C8=CC=CS8)O)O. Drug 2: C1CN(P(=O)(OC1)NCCCl)CCCl. Cell line: HCC-2998. Synergy scores: CSS=27.8, Synergy_ZIP=-6.33, Synergy_Bliss=2.11, Synergy_Loewe=-64.7, Synergy_HSA=0.994.